The task is: Regression. Given a target protein amino acid sequence and a drug SMILES string, predict the binding affinity score between them. We predict pIC50 (pIC50 = -log10(IC50 in M); higher means more potent). Dataset: bindingdb_ic50.. This data is from Drug-target binding data from BindingDB using IC50 measurements. The small molecule is CCSc1nc2cc(S(=O)(=O)NCc3ccccc3OC)ccc2n1Cc1ccccc1. The pIC50 is 5.5. The target protein (P30968) has sequence MANSASPEQNQNHCSAINNSIPLMQGNLPTLTLSGKIRVTVTFFLFLLSATFNASFLLKLQKWTQKKEKGKKLSRMKLLLKHLTLANLLETLIVMPLDGMWNITVQWYAGELLCKVLSYLKLFSMYAPAFMMVVISLDRSLAITRPLALKSNSKVGQSMVGLAWILSSVFAGPQLYIFRMIHLADSSGQTKVFSQCVTHCSFSQWWHQAFYNFFTFSCLFIIPLFIMLICNAKIIFTLTRVLHQDPHELQLNQSKNNIPRARLKTLKMTVAFATSFTVCWTPYYVLGIWYWFDPEMLNRLSDPVNHFFFLFAFLNPCFDPLIYGYFSL.